Regression. Given a peptide amino acid sequence and an MHC pseudo amino acid sequence, predict their binding affinity value. This is MHC class I binding data. From a dataset of Peptide-MHC class I binding affinity with 185,985 pairs from IEDB/IMGT. (1) The peptide sequence is LFHGGEPIK. The MHC is HLA-A11:01 with pseudo-sequence HLA-A11:01. The binding affinity (normalized) is 0.386. (2) The binding affinity (normalized) is 0.512. The peptide sequence is PQPQNGQFI. The MHC is H-2-Db with pseudo-sequence H-2-Db. (3) The peptide sequence is SVHQFFWFQ. The MHC is HLA-B51:01 with pseudo-sequence HLA-B51:01. The binding affinity (normalized) is 0.0847. (4) The peptide sequence is WVWDTWPLA. The MHC is HLA-A24:03 with pseudo-sequence HLA-A24:03. The binding affinity (normalized) is 0.0847. (5) The peptide sequence is RRGWEVLKY. The MHC is HLA-B58:01 with pseudo-sequence HLA-B58:01. The binding affinity (normalized) is 0.0892. (6) The peptide sequence is SVLAPLVPTGS. The MHC is HLA-B27:05 with pseudo-sequence HLA-B27:05. The binding affinity (normalized) is 0. (7) The peptide sequence is HPVLVTATL. The MHC is HLA-A02:01 with pseudo-sequence HLA-A02:01. The binding affinity (normalized) is 0.213. (8) The peptide sequence is DTQMRTPLHK. The MHC is HLA-A31:01 with pseudo-sequence HLA-A31:01. The binding affinity (normalized) is 0. (9) The peptide sequence is LEFEALGFMN. The MHC is HLA-B40:01 with pseudo-sequence HLA-B40:01. The binding affinity (normalized) is 0.271.